From a dataset of Reaction yield outcomes from USPTO patents with 853,638 reactions. Predict the reaction yield, written as a fraction of the theoretical maximum amount of product (1.0 means a 100% yield; for example, 0.34 means a 34% yield). The reactants are [CH3:1][N:2]1[CH2:6][CH2:5][CH2:4][CH2:3]1.C([O:9][CH2:10][CH3:11])C.[Cl:12]C(O)C. No catalyst specified. The product is [Cl-:12].[OH:9][CH2:10][CH2:11][N+:2]1([CH3:1])[CH2:6][CH2:5][CH2:4][CH2:3]1. The yield is 0.970.